This data is from Catalyst prediction with 721,799 reactions and 888 catalyst types from USPTO. The task is: Predict which catalyst facilitates the given reaction. (1) Reactant: Cl[C:2]([O:4][CH2:5][Cl:6])=[O:3].S(C1C=CC(C)=CC=1)(O)(=O)=O.[CH2:18]([O:25][C:26](=[O:40])[C@H:27]([CH2:29][C:30]([O:32][CH2:33][C:34]1[CH:39]=[CH:38][CH:37]=[CH:36][CH:35]=1)=[O:31])[NH2:28])[C:19]1[CH:24]=[CH:23][CH:22]=[CH:21][CH:20]=1.CCN(CC)CC. Product: [CH2:18]([O:25][C:26](=[O:40])[C@@H:27]([NH:28][C:2]([O:4][CH2:5][Cl:6])=[O:3])[CH2:29][C:30]([O:32][CH2:33][C:34]1[CH:39]=[CH:38][CH:37]=[CH:36][CH:35]=1)=[O:31])[C:19]1[CH:20]=[CH:21][CH:22]=[CH:23][CH:24]=1. The catalyst class is: 2. (2) Reactant: [CH2:1]([O:8][CH2:9][C@@H:10]1[CH2:13][C@H:12]([OH:14])[CH2:11]1)[C:2]1[CH:7]=[CH:6][CH:5]=[CH:4][CH:3]=1.N1C=CN=C1.[Si:20](Cl)([C:23]([CH3:26])([CH3:25])[CH3:24])([CH3:22])[CH3:21]. Product: [CH2:1]([O:8][CH2:9][C@@H:10]1[CH2:13][C@H:12]([O:14][Si:20]([C:23]([CH3:26])([CH3:25])[CH3:24])([CH3:22])[CH3:21])[CH2:11]1)[C:2]1[CH:7]=[CH:6][CH:5]=[CH:4][CH:3]=1. The catalyst class is: 64. (3) Reactant: [O:1]1[C:6]2[CH:7]=[CH:8][CH:9]=[CH:10][C:5]=2[NH:4][CH2:3][CH2:2]1.[Cl:11][C:12]1[CH:13]=[C:14]([CH:18]=[C:19]([O:22][CH3:23])[C:20]=1[OH:21])[C:15](Cl)=[O:16]. Product: [Cl:11][C:12]1[CH:13]=[C:14]([C:15]([N:4]2[C:5]3[CH:10]=[CH:9][CH:8]=[CH:7][C:6]=3[O:1][CH2:2][CH2:3]2)=[O:16])[CH:18]=[C:19]([O:22][CH3:23])[C:20]=1[OH:21]. The catalyst class is: 13. (4) Reactant: [Cl:1][C:2]1[C:10]([N:11]=[C:12]2[CH2:17][CH2:16][CH2:15][CH2:14][S:13]2=[O:18])=[C:9]([O:19][CH3:20])[CH:8]=[CH:7][C:3]=1[C:4]([OH:6])=O.C(Cl)(Cl)Cl.[C:25](N1C=CN=C1)(N1C=CN=C1)=O.C[N:38]1[CH:42]=[CH:41][C:40](=[O:43])[NH:39]1. Product: [Cl:1][C:2]1[C:10]([N:11]=[C:12]2[CH2:17][CH2:16][CH2:15][CH2:14][S:13]2=[O:18])=[C:9]([O:19][CH3:20])[CH:8]=[CH:7][C:3]=1[C:4]([C:41]1[CH:42]=[N:38][N:39]([CH3:25])[C:40]=1[OH:43])=[O:6]. The catalyst class is: 66. (5) Reactant: C[O:2][C:3](=[O:42])[CH2:4][CH2:5][C:6]1[CH:11]=[CH:10][C:9]([O:12][CH2:13][CH2:14][C:15]2[N:16]=[C:17]([C:21]3[CH:26]=[CH:25][C:24]([N:27]4[CH2:32][CH2:31][O:30][CH2:29][CH2:28]4)=[CH:23][CH:22]=3)[O:18][C:19]=2[CH3:20])=[CH:8][C:7]=1[CH2:33][CH2:34][NH:35][C:36]([O:38][CH:39]([CH3:41])[CH3:40])=[O:37].CO.[Li+].[OH-].Cl. Product: [CH:39]([O:38][C:36]([NH:35][CH2:34][CH2:33][C:7]1[CH:8]=[C:9]([O:12][CH2:13][CH2:14][C:15]2[N:16]=[C:17]([C:21]3[CH:26]=[CH:25][C:24]([N:27]4[CH2:32][CH2:31][O:30][CH2:29][CH2:28]4)=[CH:23][CH:22]=3)[O:18][C:19]=2[CH3:20])[CH:10]=[CH:11][C:6]=1[CH2:5][CH2:4][C:3]([OH:42])=[O:2])=[O:37])([CH3:41])[CH3:40]. The catalyst class is: 1. (6) Reactant: [C:1]([O:5][C:6](=[O:30])[NH:7][CH:8]1[CH2:13][CH2:12][CH:11]([NH:14][C:15]([C:17]2[C:18]([NH:23][CH:24]3[CH2:29][CH2:28][S:27][CH2:26][CH2:25]3)=[N:19][CH:20]=[CH:21][CH:22]=2)=[O:16])[CH2:10][CH2:9]1)([CH3:4])([CH3:3])[CH3:2].[C:31](N1C=CN=C1)(N1C=CN=C1)=[O:32].[H-].[Na+].O. Product: [O:32]=[C:31]1[N:23]([CH:24]2[CH2:25][CH2:26][S:27][CH2:28][CH2:29]2)[C:18]2[N:19]=[CH:20][CH:21]=[CH:22][C:17]=2[C:15](=[O:16])[N:14]1[C@@H:11]1[CH2:12][CH2:13][C@H:8]([NH:7][C:6](=[O:30])[O:5][C:1]([CH3:4])([CH3:2])[CH3:3])[CH2:9][CH2:10]1. The catalyst class is: 37. (7) Reactant: [OH:1][C:2]1[CH:24]=[CH:23][CH:22]=[CH:21][C:3]=1[C:4]([NH:6][CH2:7][CH2:8][S:9][S:10][CH2:11][CH2:12][NH:13]C(=O)OC(C)(C)C)=[O:5]. Product: [NH2:13][CH2:12][CH2:11][S:10][S:9][CH2:8][CH2:7][NH:6][C:4](=[O:5])[C:3]1[CH:21]=[CH:22][CH:23]=[CH:24][C:2]=1[OH:1]. The catalyst class is: 137. (8) Reactant: [Br:1][C:2]1[CH:3]=[C:4]([CH:7]([NH:17]S(C(C)(C)C)=O)[CH2:8][O:9][Si](C(C)(C)C)(C)C)[S:5][CH:6]=1.[ClH:24]. Product: [Cl-:24].[Br:1][C:2]1[CH:3]=[C:4]([CH:7]([NH3+:17])[CH2:8][OH:9])[S:5][CH:6]=1. The catalyst class is: 71.